Dataset: Full USPTO retrosynthesis dataset with 1.9M reactions from patents (1976-2016). Task: Predict the reactants needed to synthesize the given product. (1) Given the product [C:1]([C:5]1[CH:6]=[C:7]([NH:17][C:18]([NH:20][C@@H:21]2[C:30]3[C:25](=[CH:26][CH:27]=[CH:28][CH:29]=3)[C@H:24]([O:31][C:32]3[CH:33]=[CH:34][C:35]4[N:36]([C:38]([N:41]5[CH2:46][CH2:45][CH:44]([CH2:47][CH2:48][OH:49])[CH2:43][CH2:42]5)=[N:39][N:40]=4)[CH:37]=3)[CH2:23][CH2:22]2)=[O:19])[N:8]([C:10]2[CH:15]=[CH:14][C:13]([CH3:16])=[CH:12][CH:11]=2)[N:9]=1)([CH3:4])([CH3:2])[CH3:3], predict the reactants needed to synthesize it. The reactants are: [C:1]([C:5]1[CH:6]=[C:7]([NH:17][C:18]([NH:20][C@@H:21]2[C:30]3[C:25](=[CH:26][CH:27]=[CH:28][CH:29]=3)[C@H:24]([O:31][C:32]3[CH:33]=[CH:34][C:35]4[N:36]([C:38]([N:41]5[CH2:46][CH2:45][CH:44]([CH2:47][CH2:48][O:49][Si](C(C)C)(C(C)C)C(C)C)[CH2:43][CH2:42]5)=[N:39][N:40]=4)[CH:37]=3)[CH2:23][CH2:22]2)=[O:19])[N:8]([C:10]2[CH:15]=[CH:14][C:13]([CH3:16])=[CH:12][CH:11]=2)[N:9]=1)([CH3:4])([CH3:3])[CH3:2].CCCC[N+](CCCC)(CCCC)CCCC.[F-]. (2) Given the product [CH3:1][O:2][C:3]1[CH:4]=[C:5]([C:22]2[N:23]=[C:19]([NH:18][C:16](=[O:17])[C:15]3[C:14]([F:13])=[CH:43][CH:42]=[CH:41][C:40]=3[F:44])[S:20][C:21]=2[C:30]2[CH:35]=[CH:34][CH:33]=[C:32]([C:36]([F:37])([F:38])[F:39])[CH:31]=2)[CH:6]=[CH:7][C:8]=1[O:9][CH3:10], predict the reactants needed to synthesize it. The reactants are: [CH3:1][O:2][C:3]1[CH:4]=[C:5]([Mg]Br)[CH:6]=[CH:7][C:8]=1[O:9][CH3:10].[F:13][C:14]1[CH:43]=[CH:42][CH:41]=[C:40]([F:44])[C:15]=1[C:16]([NH:18][C:19]1[S:20][C:21]([C:30]2[CH:35]=[CH:34][CH:33]=[C:32]([C:36]([F:39])([F:38])[F:37])[CH:31]=2)=[C:22](C2C=CC=CN=2)[N:23]=1)=[O:17]. (3) Given the product [CH2:30]([O:29][C:26]1[CH:27]=[CH:28][C:23]([S:20]([C:6]2([C:4]([OH:5])=[O:3])[CH2:7][CH2:8][N:9]([CH2:12][C:13]3[CH:14]=[CH:15][C:16]([F:19])=[CH:17][CH:18]=3)[CH2:10][CH2:11]2)(=[O:21])=[O:22])=[CH:24][CH:25]=1)[C:31]#[C:32][CH3:33], predict the reactants needed to synthesize it. The reactants are: C([O:3][C:4]([C:6]1([S:20]([C:23]2[CH:28]=[CH:27][C:26]([O:29][CH2:30][C:31]#[C:32][CH3:33])=[CH:25][CH:24]=2)(=[O:22])=[O:21])[CH2:11][CH2:10][N:9]([CH2:12][C:13]2[CH:18]=[CH:17][C:16]([F:19])=[CH:15][CH:14]=2)[CH2:8][CH2:7]1)=[O:5])C. (4) Given the product [CH2:37]([N:64]1[CH2:65][CH:61]([C:56]2[CH:57]=[CH:58][C:59]([Cl:60])=[C:54]([Cl:53])[CH:55]=2)[CH:62]([CH:66]([O:28][C:25]2[CH:24]=[CH:23][C:22]([C:21]([F:20])([F:29])[F:30])=[CH:27][N:26]=2)[CH3:67])[CH2:63]1)[C:34]1[CH:35]=[CH:36][CH:31]=[CH:32][CH:33]=1, predict the reactants needed to synthesize it. The reactants are: C1C=CC(P(C2C=CC=CC=2)C2C=CC=CC=2)=CC=1.[F:20][C:21]([F:30])([F:29])[C:22]1[CH:23]=[CH:24][C:25]([OH:28])=[N:26][CH:27]=1.[CH:31]1[CH:36]=[CH:35][C:34]([CH2:37]OC(/N=N/C(O[CH2:37][C:34]2[CH:35]=[CH:36][CH:31]=[CH:32][CH:33]=2)=O)=O)=[CH:33][CH:32]=1.[Cl:53][C:54]1[CH:55]=[C:56]([CH:61]2[CH2:65][NH:64][CH2:63][CH:62]2[CH:66](O)[CH3:67])[CH:57]=[CH:58][C:59]=1[Cl:60]. (5) Given the product [CH3:63][N:62]([CH3:64])[CH2:61][CH2:60][NH:59][C:57]([C:56]1[CH:55]=[CH:54][C:53]([NH:52][C:5]([NH:13][C:14]2[CH:15]=[CH:16][C:17]([C:20]3[N:21]=[C:22]([N:39]4[CH2:40][CH2:41][O:42][CH2:43][CH2:44]4)[C:23]4[N:28]=[N:27][N:26]([C:29]5[CH:30]=[C:31]([CH:36]=[CH:37][CH:38]=5)[C:32]([O:34][CH3:35])=[O:33])[C:24]=4[N:25]=3)=[CH:18][CH:19]=2)=[O:11])=[CH:66][CH:65]=1)=[O:58], predict the reactants needed to synthesize it. The reactants are: ClC(Cl)(O[C:5](=[O:11])OC(Cl)(Cl)Cl)Cl.[NH2:13][C:14]1[CH:19]=[CH:18][C:17]([C:20]2[N:21]=[C:22]([N:39]3[CH2:44][CH2:43][O:42][CH2:41][CH2:40]3)[C:23]3[N:28]=[N:27][N:26]([C:29]4[CH:30]=[C:31]([CH:36]=[CH:37][CH:38]=4)[C:32]([O:34][CH3:35])=[O:33])[C:24]=3[N:25]=2)=[CH:16][CH:15]=1.CCN(CC)CC.[NH2:52][C:53]1[CH:66]=[CH:65][C:56]([C:57]([NH:59][CH2:60][CH2:61][N:62]([CH3:64])[CH3:63])=[O:58])=[CH:55][CH:54]=1. (6) Given the product [O:10]=[C:2]1[NH:3][C:4]2[CH:9]=[CH:8][CH:7]=[CH:6][C:5]=2[S:1]1.[CH3:19][CH2:18][CH:17]([C:2]([NH2:3])=[O:10])[CH2:16][CH2:15][CH3:14], predict the reactants needed to synthesize it. The reactants are: [S:1]1[C:5]2[CH:6]=[CH:7][CH:8]=[CH:9][C:4]=2[NH:3][C:2]1=[O:10].N([CH2:14][CH2:15][CH2:16][CH2:17][CH2:18][CH3:19])=C=O.